Dataset: CYP2C19 inhibition data for predicting drug metabolism from PubChem BioAssay. Task: Regression/Classification. Given a drug SMILES string, predict its absorption, distribution, metabolism, or excretion properties. Task type varies by dataset: regression for continuous measurements (e.g., permeability, clearance, half-life) or binary classification for categorical outcomes (e.g., BBB penetration, CYP inhibition). Dataset: cyp2c19_veith. (1) The drug is O=C(Nc1cccc(-c2nc3ncccc3o2)c1)c1sc2cc(Cl)ccc2c1Cl. The result is 0 (non-inhibitor). (2) The drug is Cc1cccc(C)c1NC(=O)CSc1nnc(-c2ccccc2)n1Cc1ccc2c(c1)OCO2. The result is 1 (inhibitor). (3) The compound is CCOC(=O)N1CCN(C(=O)c2cnc3n(c2=O)CCS3)CC1. The result is 0 (non-inhibitor).